Task: Predict which catalyst facilitates the given reaction.. Dataset: Catalyst prediction with 721,799 reactions and 888 catalyst types from USPTO Reactant: [NH2:1][C:2]1[C:7]([N+:8]([O-])=O)=[C:6]([N:11]2[CH2:16][CH2:15][N:14]([CH2:17][C:18]([NH:20][C:21]3[S:22][CH:23]=[CH:24][N:25]=3)=[O:19])[CH2:13][CH2:12]2)[C:5]([Br:26])=[CH:4][N:3]=1.[CH:27]([C:29]1[CH:43]=[CH:42][C:32]([CH2:33][NH:34][C:35](=[O:41])[O:36][C:37]([CH3:40])([CH3:39])[CH3:38])=[CH:31][CH:30]=1)=O.[O-]S(S([O-])=O)=O.[Na+].[Na+]. Product: [C:37]([O:36][C:35](=[O:41])[NH:34][CH2:33][C:32]1[CH:31]=[CH:30][C:29]([C:27]2[NH:1][C:2]3=[N:3][CH:4]=[C:5]([Br:26])[C:6]([N:11]4[CH2:16][CH2:15][N:14]([CH2:17][C:18](=[O:19])[NH:20][C:21]5[S:22][CH:23]=[CH:24][N:25]=5)[CH2:13][CH2:12]4)=[C:7]3[N:8]=2)=[CH:43][CH:42]=1)([CH3:40])([CH3:39])[CH3:38]. The catalyst class is: 8.